From a dataset of Reaction yield outcomes from USPTO patents with 853,638 reactions. Predict the reaction yield, written as a fraction of the theoretical maximum amount of product (1.0 means a 100% yield; for example, 0.34 means a 34% yield). (1) The reactants are C(OC([NH:8][C:9]1[CH:14]=[CH:13][CH:12]=[CH:11][C:10]=1[NH:15][C:16](=[O:30])[C:17]1[CH:22]=[CH:21][C:20]([N:23]2[CH2:28][CH2:27][N:26]([CH3:29])[CH2:25][CH2:24]2)=[CH:19][CH:18]=1)=O)(C)(C)C.C(OCC)C. The catalyst is Cl. The product is [NH2:8][C:9]1[CH:14]=[CH:13][CH:12]=[CH:11][C:10]=1[NH:15][C:16](=[O:30])[C:17]1[CH:18]=[CH:19][C:20]([N:23]2[CH2:24][CH2:25][N:26]([CH3:29])[CH2:27][CH2:28]2)=[CH:21][CH:22]=1. The yield is 0.110. (2) The reactants are [Br-].[C:2]1(P(C2C=CC=CC=2)C2C=CC=CC=2)C=CC=CC=1.C[C:22](C)([O-:24])C.[K+].O=[C:28]1[CH2:31][CH:30]([C:32]([O:34][CH3:35])=[O:33])[CH2:29]1. The catalyst is C1COCC1.CCOC(C)=O. The product is [CH3:2][O:24][CH:22]=[C:28]1[CH2:31][CH:30]([C:32]([O:34][CH3:35])=[O:33])[CH2:29]1. The yield is 0.328. (3) The reactants are Br[C:2]1[CH:3]=[C:4]([CH:9]=[CH:10][C:11]([O:13]CC)=[O:12])[CH:5]=[CH:6][C:7]=1[OH:8].[CH3:16][O:17][CH2:18][O:19][C:20]1[C:21](B(O)O)=[CH:22][C:23]2[C:24]([CH3:33])([CH3:32])[CH2:25][CH2:26][C:27]([CH3:31])([CH3:30])[C:28]=2[CH:29]=1. No catalyst specified. The product is [OH:8][C:7]1[CH:6]=[CH:5][C:4]([CH:9]=[CH:10][C:11]([OH:13])=[O:12])=[CH:3][C:2]=1[C:21]1[C:20]([O:19][CH2:18][O:17][CH3:16])=[CH:29][C:28]2[C:27]([CH3:31])([CH3:30])[CH2:26][CH2:25][C:24]([CH3:33])([CH3:32])[C:23]=2[CH:22]=1. The yield is 0.0900.